Task: Predict the reactants needed to synthesize the given product.. Dataset: Full USPTO retrosynthesis dataset with 1.9M reactions from patents (1976-2016) (1) Given the product [Cl:3][CH2:23][C@@H:19]1[N:18]2[C:14]3[C:13]4[C:8](=[CH:9][CH:10]=[CH:11][CH:12]=4)[N:7]=[C:6]([NH2:5])[C:15]=3[N:16]=[C:17]2[CH2:22][O:21][CH2:20]1, predict the reactants needed to synthesize it. The reactants are: S(Cl)([Cl:3])=O.[NH2:5][C:6]1[C:15]2[N:16]=[C:17]3[CH2:22][O:21][CH2:20][C@H:19]([CH2:23]O)[N:18]3[C:14]=2[C:13]2[C:8](=[CH:9][CH:10]=[CH:11][CH:12]=2)[N:7]=1.[OH-].[Na+]. (2) Given the product [NH2:1][C:2]1[N:3]=[C:4]([Cl:23])[C:5]2=[C:6]([N:8]([CH2:12][C:13]3[C:18]([CH3:19])=[C:17]([O:20][CH3:21])[C:16]([CH3:22])=[CH:15][N:14]=3)[C:9](=[O:11])/[C:10]/2=[CH:44]\[C:41]2[NH:42][CH:43]=[C:39]([C:37](=[O:38])[CH2:36][O:35][CH2:34][CH2:33][N:30]3[CH2:31][CH2:32][O:27][CH2:28][CH2:29]3)[CH:40]=2)[N:7]=1, predict the reactants needed to synthesize it. The reactants are: [NH2:1][C:2]1[N:3]=[C:4]([Cl:23])[C:5]2[CH2:10][C:9](=[O:11])[N:8]([CH2:12][C:13]3[C:18]([CH3:19])=[C:17]([O:20][CH3:21])[C:16]([CH3:22])=[CH:15][N:14]=3)[C:6]=2[N:7]=1.C(O)C.[O:27]1[CH2:32][CH2:31][N:30]([CH2:33][CH2:34][O:35][CH2:36][C:37]([C:39]2[CH:40]=[C:41]([CH:44]=O)[NH:42][CH:43]=2)=[O:38])[CH2:29][CH2:28]1.N1CCCCC1. (3) Given the product [CH3:2][O:3][C:4]([C@@H:5]([NH:6][C:15](=[O:33])[O:16][CH2:17][C:18]1[CH:23]=[CH:22][N:21]=[CH:20][CH:19]=1)[CH2:7][C:8]1[CH:13]=[CH:12][CH:11]=[CH:10][CH:9]=1)=[O:14], predict the reactants needed to synthesize it. The reactants are: Cl.[CH3:2][O:3][C:4](=[O:14])[C@H:5]([CH2:7][C:8]1[CH:13]=[CH:12][CH:11]=[CH:10][CH:9]=1)[NH2:6].[C:15](=O)([O-:33])[O:16][CH:17](C1C=CC([N+]([O-])=O)=CC=1)[C:18]1[CH:23]=[CH:22][N:21]=[CH:20][CH:19]=1.CCN(C(C)C)C(C)C. (4) Given the product [CH2:12]([O:19][C:20]1[CH:21]=[CH:22][C:23]([N:26]2[CH2:27][CH2:28][N:29]([C:32](=[O:35])[CH2:33][NH:34][C:8](=[O:10])[C:5]3[CH:6]=[CH:7][C:2]([F:1])=[N:3][CH:4]=3)[CH2:30][CH2:31]2)=[CH:24][CH:25]=1)[C:13]1[CH:14]=[CH:15][CH:16]=[CH:17][CH:18]=1, predict the reactants needed to synthesize it. The reactants are: [F:1][C:2]1[CH:7]=[CH:6][C:5]([C:8]([OH:10])=O)=[CH:4][N:3]=1.[Cl-].[CH2:12]([O:19][C:20]1[CH:25]=[CH:24][C:23]([N:26]2[CH2:31][CH2:30][N:29]([C:32](=[O:35])[CH2:33][NH3+:34])[CH2:28][CH2:27]2)=[CH:22][CH:21]=1)[C:13]1[CH:18]=[CH:17][CH:16]=[CH:15][CH:14]=1.C1CN([P+](ON2N=NC3C=CC=CC2=3)(N2CCCC2)N2CCCC2)CC1.F[P-](F)(F)(F)(F)F.C(N(C(C)C)C(C)C)C.